This data is from Reaction yield outcomes from USPTO patents with 853,638 reactions. The task is: Predict the reaction yield, written as a fraction of the theoretical maximum amount of product (1.0 means a 100% yield; for example, 0.34 means a 34% yield). The catalyst is C(Cl)Cl. The reactants are CCN=C=NCCCN(C)C.[CH3:12][C:13]1[CH:18]=[CH:17][C:16]([C:19]2[CH:24]=[C:23]([N:25]3[CH:29]=[N:28][N:27]=[N:26]3)[CH:22]=[C:21]([C:30](O)=[O:31])[CH:20]=2)=[CH:15][CH:14]=1.C1C=CC2N(O)N=NC=2C=1.CN1C(=O)CCC1.[CH3:50][C@H:51]([NH2:59])[CH2:52][N:53]1[CH2:58][CH2:57][O:56][CH2:55][CH2:54]1. The product is [CH3:50][CH:51]([NH:59][C:30]([C:21]1[CH:20]=[C:19]([C:16]2[CH:17]=[CH:18][C:13]([CH3:12])=[CH:14][CH:15]=2)[CH:24]=[C:23]([N:25]2[CH:29]=[N:28][N:27]=[N:26]2)[CH:22]=1)=[O:31])[CH2:52][N:53]1[CH2:58][CH2:57][O:56][CH2:55][CH2:54]1. The yield is 0.810.